This data is from NCI-60 drug combinations with 297,098 pairs across 59 cell lines. The task is: Regression. Given two drug SMILES strings and cell line genomic features, predict the synergy score measuring deviation from expected non-interaction effect. (1) Drug 1: CS(=O)(=O)C1=CC(=C(C=C1)C(=O)NC2=CC(=C(C=C2)Cl)C3=CC=CC=N3)Cl. Drug 2: CC(C)(C#N)C1=CC(=CC(=C1)CN2C=NC=N2)C(C)(C)C#N. Cell line: HL-60(TB). Synergy scores: CSS=5.55, Synergy_ZIP=9.06, Synergy_Bliss=9.52, Synergy_Loewe=5.52, Synergy_HSA=3.81. (2) Drug 1: C1=CN(C=N1)CC(O)(P(=O)(O)O)P(=O)(O)O. Drug 2: C1CNP(=O)(OC1)N(CCCl)CCCl. Cell line: CCRF-CEM. Synergy scores: CSS=4.29, Synergy_ZIP=-1.02, Synergy_Bliss=-1.32, Synergy_Loewe=3.04, Synergy_HSA=-1.30. (3) Drug 2: C(CCl)NC(=O)N(CCCl)N=O. Drug 1: CS(=O)(=O)C1=CC(=C(C=C1)C(=O)NC2=CC(=C(C=C2)Cl)C3=CC=CC=N3)Cl. Cell line: KM12. Synergy scores: CSS=6.00, Synergy_ZIP=-8.98, Synergy_Bliss=-9.14, Synergy_Loewe=-20.0, Synergy_HSA=-9.43. (4) Drug 1: CC1C(C(=O)NC(C(=O)N2CCCC2C(=O)N(CC(=O)N(C(C(=O)O1)C(C)C)C)C)C(C)C)NC(=O)C3=C4C(=C(C=C3)C)OC5=C(C(=O)C(=C(C5=N4)C(=O)NC6C(OC(=O)C(N(C(=O)CN(C(=O)C7CCCN7C(=O)C(NC6=O)C(C)C)C)C)C(C)C)C)N)C. Drug 2: CC1CCCC2(C(O2)CC(NC(=O)CC(C(C(=O)C(C1O)C)(C)C)O)C(=CC3=CSC(=N3)C)C)C. Cell line: UACC-257. Synergy scores: CSS=24.5, Synergy_ZIP=-1.67, Synergy_Bliss=-1.51, Synergy_Loewe=-4.84, Synergy_HSA=0.145. (5) Drug 1: CC=C1C(=O)NC(C(=O)OC2CC(=O)NC(C(=O)NC(CSSCCC=C2)C(=O)N1)C(C)C)C(C)C. Drug 2: CN(C(=O)NC(C=O)C(C(C(CO)O)O)O)N=O. Cell line: SK-OV-3. Synergy scores: CSS=47.3, Synergy_ZIP=0.0436, Synergy_Bliss=-0.119, Synergy_Loewe=-59.7, Synergy_HSA=-0.954.